Dataset: Full USPTO retrosynthesis dataset with 1.9M reactions from patents (1976-2016). Task: Predict the reactants needed to synthesize the given product. (1) Given the product [C:49]([OH:52])(=[O:51])[CH3:50].[C:49]([OH:52])(=[O:51])[CH3:50].[NH2:1][C:2]1[N:7]=[CH:6][N:5]=[C:4]2[N:8]([C:33]3[CH:34]=[CH:35][C:36]([CH2:39][N:41]4[CH2:46][CH2:45][CH:44]([CH2:47][OH:48])[CH2:43][CH2:42]4)=[CH:37][CH:38]=3)[N:9]=[C:10]([C:11]3[CH:16]=[CH:15][C:14]([NH:17][C:18](=[O:30])[C:19]4[CH:24]=[CH:23][C:22]([C:25]([F:27])([F:28])[F:26])=[CH:21][C:20]=4[F:29])=[C:13]([O:31][CH3:32])[CH:12]=3)[C:3]=12, predict the reactants needed to synthesize it. The reactants are: [NH2:1][C:2]1[N:7]=[CH:6][N:5]=[C:4]2[N:8]([C:33]3[CH:38]=[CH:37][C:36]([CH:39]=O)=[CH:35][CH:34]=3)[N:9]=[C:10]([C:11]3[CH:16]=[CH:15][C:14]([NH:17][C:18](=[O:30])[C:19]4[CH:24]=[CH:23][C:22]([C:25]([F:28])([F:27])[F:26])=[CH:21][C:20]=4[F:29])=[C:13]([O:31][CH3:32])[CH:12]=3)[C:3]=12.[NH:41]1[CH2:46][CH2:45][CH:44]([CH2:47][OH:48])[CH2:43][CH2:42]1.[C:49]([O:52][BH-]([O:52][C:49](=[O:51])[CH3:50])[O:52][C:49](=[O:51])[CH3:50])(=[O:51])[CH3:50].[Na+].[OH-].[Na+]. (2) Given the product [C:14]([C:11]1[N:10]=[CH:9][C:8]([C:5]2[CH:6]=[CH:7][C:2]([F:1])=[C:3]([C@:20]3([CH2:31][F:32])[CH2:25][C@@H:24]([C:26]([F:27])([F:28])[F:29])[O:23][C:22]([NH2:30])=[N:21]3)[CH:4]=2)=[CH:13][CH:12]=1)#[CH:15], predict the reactants needed to synthesize it. The reactants are: [F:1][C:2]1[CH:7]=[CH:6][C:5]([C:8]2[CH:9]=[N:10][C:11]([C:14]#[C:15][Si](C)(C)C)=[CH:12][CH:13]=2)=[CH:4][C:3]=1[C@:20]1([CH2:31][F:32])[CH2:25][C@@H:24]([C:26]([F:29])([F:28])[F:27])[O:23][C:22]([NH2:30])=[N:21]1.C(=O)([O-])[O-].[K+].[K+]. (3) Given the product [F:19][C:10]([F:18])([C:11]1[CH:12]=[N:13][C:14]([CH3:17])=[CH:15][CH:16]=1)[CH2:9][N:6]1[CH2:5][CH2:4][CH:3]([NH2:2])[CH2:8][CH2:7]1, predict the reactants needed to synthesize it. The reactants are: Cl.[NH2:2][CH:3]1[CH2:8][CH2:7][N:6]([C:9](=O)[C:10]([F:19])([F:18])[C:11]2[CH:12]=[N:13][C:14]([CH3:17])=[CH:15][CH:16]=2)[CH2:5][CH2:4]1.B. (4) Given the product [CH:10]([C:3]1[CH:4]=[CH:5][C:6]([O:8][CH3:9])=[CH:7][C:2]=1[NH2:1])([CH3:12])[CH3:11], predict the reactants needed to synthesize it. The reactants are: [NH2:1][C:2]1[CH:7]=[C:6]([O:8][CH3:9])[CH:5]=[CH:4][C:3]=1[C:10](O)([CH3:12])[CH3:11].CCOC(C)=O. (5) Given the product [Cl:26][C:27]1[N:28]=[C:29]([N:34]([CH2:36][C:37]2[CH:42]=[CH:41][C:40]([Cl:43])=[CH:39][CH:38]=2)[CH3:35])[S:30][C:31]=1[CH:32]([C:2]1[C:10]2[C:5](=[N:6][CH:7]=[CH:8][CH:9]=2)[N:4]([Si:11]([CH:18]([CH3:20])[CH3:19])([CH:15]([CH3:17])[CH3:16])[CH:12]([CH3:14])[CH3:13])[CH:3]=1)[OH:33], predict the reactants needed to synthesize it. The reactants are: I[C:2]1[C:10]2[C:5](=[N:6][CH:7]=[CH:8][CH:9]=2)[N:4]([Si:11]([CH:18]([CH3:20])[CH3:19])([CH:15]([CH3:17])[CH3:16])[CH:12]([CH3:14])[CH3:13])[CH:3]=1.C([Mg]Cl)(C)C.[Cl:26][C:27]1[N:28]=[C:29]([N:34]([CH2:36][C:37]2[CH:42]=[CH:41][C:40]([Cl:43])=[CH:39][CH:38]=2)[CH3:35])[S:30][C:31]=1[CH:32]=[O:33].